Dataset: Reaction yield outcomes from USPTO patents with 853,638 reactions. Task: Predict the reaction yield, written as a fraction of the theoretical maximum amount of product (1.0 means a 100% yield; for example, 0.34 means a 34% yield). (1) The reactants are [NH2:1][C:2]1[C:3](=[N:16][NH:17][C:18]2[CH:23]=[CH:22][CH:21]=[C:20]([F:24])[CH:19]=2)[C:4]([CH2:7][NH:8][C:9](=[O:15])[CH2:10][CH2:11][C:12]([OH:14])=[O:13])=[N:5][N:6]=1.NCC1C(=NNC2C=CC=C(F)C=2)C(N)=NN=1.[Cl-].[NH4+]. The catalyst is C(OCC)(=O)C. The product is [NH2:1][C:2]1[C:3](=[N:16][NH:17][C:18]2[CH:23]=[CH:22][CH:21]=[C:20]([F:24])[CH:19]=2)[C:4]([CH2:7][NH:8][C:9]([CH:10]=[CH:11][C:12]([OH:14])=[O:13])=[O:15])=[N:5][N:6]=1. The yield is 0.510. (2) The reactants are [N-:1]=[N+:2]=[N-:3].[Na+].Cl[CH2:6][C:7]1[CH:8]=[C:9]2[C:13](=[CH:14][CH:15]=1)[N:12]([C:16]1[CH:21]=[C:20]([I:22])[CH:19]=[CH:18][N:17]=1)[N:11]=[C:10]2[C:23]([NH2:25])=[O:24].CS(C)=O. The catalyst is O. The product is [N:1]([CH2:6][C:7]1[CH:8]=[C:9]2[C:13](=[CH:14][CH:15]=1)[N:12]([C:16]1[CH:21]=[C:20]([I:22])[CH:19]=[CH:18][N:17]=1)[N:11]=[C:10]2[C:23]([NH2:25])=[O:24])=[N+:2]=[N-:3]. The yield is 0.750. (3) The reactants are [Cl:1][C:2]1[CH:21]=[CH:20][C:5]([O:6][C:7]2[CH:19]=[CH:18][C:10]([O:11][CH2:12][C@H:13]3[CH2:17][CH2:16][CH2:15][NH:14]3)=[CH:9][CH:8]=2)=[CH:4][CH:3]=1.C(N(CC)CC)C.Br[CH2:30][CH2:31][CH2:32][C:33]([O:35][CH3:36])=[O:34].O.ClCCl. The catalyst is ClCCl. The product is [CH3:36][O:35][C:33](=[O:34])[CH2:32][CH2:31][CH2:30][N:14]1[CH2:15][CH2:16][CH2:17][C@@H:13]1[CH2:12][O:11][C:10]1[CH:18]=[CH:19][C:7]([O:6][C:5]2[CH:20]=[CH:21][C:2]([Cl:1])=[CH:3][CH:4]=2)=[CH:8][CH:9]=1. The yield is 0.570. (4) The reactants are [CH2:1]([N:3]([CH2:14][CH3:15])[C:4](=[O:13])[C:5]1[CH:10]=[CH:9][C:8]([I:11])=[C:7]([OH:12])[CH:6]=1)[CH3:2].C(=O)([O-])[O-].[K+].[K+].Br[CH2:23][CH2:24][O:25][CH3:26]. The catalyst is CN(C=O)C.C(#N)C.O. The product is [CH2:14]([N:3]([CH2:1][CH3:2])[C:4](=[O:13])[C:5]1[CH:10]=[CH:9][C:8]([I:11])=[C:7]([O:12][CH2:23][CH2:24][O:25][CH3:26])[CH:6]=1)[CH3:15]. The yield is 0.940. (5) The reactants are [Cl:1][C:2]1[C:7]([C:8]([O:10][N:11]=[C:12]([NH2:15])[CH2:13][CH3:14])=[O:9])=[C:6](Cl)[N:5]=[CH:4][N:3]=1.[NH3:17].C(Cl)Cl.CO. The catalyst is C1COCC1. The product is [NH2:17][C:6]1[C:7]([C:8]([O:10][N:11]=[C:12]([NH2:15])[CH2:13][CH3:14])=[O:9])=[C:2]([Cl:1])[N:3]=[CH:4][N:5]=1. The yield is 0.880. (6) The reactants are [NH2:1][C:2]1[N:6]([CH3:7])[C:5](=[O:8])[C:4]([C:19]2[CH:24]=[CH:23][CH:22]=[C:21](Br)[CH:20]=2)([C:9]2[CH:14]=[CH:13][C:12]([O:15][CH:16]([F:18])[F:17])=[CH:11][CH:10]=2)[N:3]=1.C1(P(C2C=CC=CC=2)CCCP(C2C=CC=CC=2)C2C=CC=CC=2)C=CC=CC=1.C([O-])([O-])=O.[K+].[K+].[CH2:61]([O:65]C=C)[CH2:62]CC.Cl. The catalyst is CN(C=O)C.O.O.CC([O-])=O.CC([O-])=O.[Pd+2]. The product is [C:61]([C:21]1[CH:20]=[C:19]([C:4]2([C:9]3[CH:10]=[CH:11][C:12]([O:15][CH:16]([F:18])[F:17])=[CH:13][CH:14]=3)[N:3]=[C:2]([NH2:1])[N:6]([CH3:7])[C:5]2=[O:8])[CH:24]=[CH:23][CH:22]=1)(=[O:65])[CH3:62]. The yield is 0.880. (7) The reactants are N[C:2]1[C:3]([Cl:8])=[N:4][CH:5]=[CH:6][CH:7]=1.N([O-])=O.[Na+].[S:13](=[O:15])=[O:14].[ClH:16]. No catalyst specified. The product is [Cl:8][C:3]1[C:2]([S:13]([Cl:16])(=[O:15])=[O:14])=[CH:7][CH:6]=[CH:5][N:4]=1. The yield is 0.420. (8) The reactants are [ClH:1].O1CCOCC1.[N:8]1[CH:13]=[CH:12][CH:11]=[C:10]([O:14][CH2:15][CH:16]2[N:21]([C:22]3[S:23][C:24]4[C:25]([N:34]=3)=[N:26][CH:27]=[C:28]([C:30]([F:33])([F:32])[F:31])[CH:29]=4)[CH2:20][CH2:19][N:18](C(OC(C)(C)C)=O)[CH2:17]2)[CH:9]=1. The catalyst is CO. The product is [ClH:1].[N:8]1[CH:13]=[CH:12][CH:11]=[C:10]([O:14][CH2:15][CH:16]2[CH2:17][NH:18][CH2:19][CH2:20][N:21]2[C:22]2[S:23][C:24]3[C:25]([N:34]=2)=[N:26][CH:27]=[C:28]([C:30]([F:33])([F:32])[F:31])[CH:29]=3)[CH:9]=1. The yield is 0.520.